Dataset: Forward reaction prediction with 1.9M reactions from USPTO patents (1976-2016). Task: Predict the product of the given reaction. (1) Given the reactants Cl[C:2]1[CH:3]=[CH:4][N:5]2[C:10]([C:11]=1[CH3:12])=[C:9]([CH:13]1[CH2:15][CH2:14]1)[CH:8]=[C:7]([C:16]([O:18][CH3:19])=[O:17])[C:6]2=[O:20].[F:21][C:22]1[CH:23]=[C:24](B(O)O)[CH:25]=[CH:26][C:27]=1[OH:28], predict the reaction product. The product is: [F:21][C:22]1[CH:23]=[C:24]([C:2]2[CH:3]=[CH:4][N:5]3[C:10]([C:11]=2[CH3:12])=[C:9]([CH:13]2[CH2:15][CH2:14]2)[CH:8]=[C:7]([C:16]([O:18][CH3:19])=[O:17])[C:6]3=[O:20])[CH:25]=[CH:26][C:27]=1[OH:28]. (2) Given the reactants [Si]([O:8][CH2:9][CH2:10][N:11]([CH2:38][CH2:39][O:40][Si](C(C)(C)C)(C)C)[C@@H:12]1[C:20]2[C:15](=[C:16]([C:21]3[N:25]=[C:24]([C:26]4[CH:27]=[CH:28][C:29]([O:34][CH:35]([CH3:37])[CH3:36])=[C:30]([CH:33]=4)[C:31]#[N:32])[S:23][N:22]=3)[CH:17]=[CH:18][CH:19]=2)[CH2:14][CH2:13]1)(C(C)(C)C)(C)C.[ClH:48], predict the reaction product. The product is: [ClH:48].[OH:8][CH2:9][CH2:10][N:11]([CH2:38][CH2:39][OH:40])[C@@H:12]1[C:20]2[C:15](=[C:16]([C:21]3[N:25]=[C:24]([C:26]4[CH:27]=[CH:28][C:29]([O:34][CH:35]([CH3:37])[CH3:36])=[C:30]([CH:33]=4)[C:31]#[N:32])[S:23][N:22]=3)[CH:17]=[CH:18][CH:19]=2)[CH2:14][CH2:13]1.